Dataset: Peptide-MHC class II binding affinity with 134,281 pairs from IEDB. Task: Regression. Given a peptide amino acid sequence and an MHC pseudo amino acid sequence, predict their binding affinity value. This is MHC class II binding data. (1) The peptide sequence is LRTLVLAPTRVVLSE. The MHC is DRB1_0801 with pseudo-sequence DRB1_0801. The binding affinity (normalized) is 0.714. (2) The peptide sequence is SRDLELSWNLNGLQAY. The MHC is DRB1_0401 with pseudo-sequence DRB1_0401. The binding affinity (normalized) is 0.593. (3) The peptide sequence is HGITDVRPLYSRRLPKGVKH. The MHC is DRB1_0701 with pseudo-sequence DRB1_0701. The binding affinity (normalized) is 0. (4) The peptide sequence is RMQFSSLTVNVRGSG. The MHC is DRB1_0404 with pseudo-sequence DRB1_0404. The binding affinity (normalized) is 0.606. (5) The peptide sequence is ELYYAIYKASPTLAF. The MHC is DRB1_0101 with pseudo-sequence DRB1_0101. The binding affinity (normalized) is 0.863. (6) The peptide sequence is AAHRARANESATILM. The MHC is DRB3_0202 with pseudo-sequence DRB3_0202. The binding affinity (normalized) is 0.728. (7) The peptide sequence is EYKSDYVYEPFPKEV. The MHC is HLA-DPA10201-DPB10501 with pseudo-sequence HLA-DPA10201-DPB10501. The binding affinity (normalized) is 0.236.